Dataset: Catalyst prediction with 721,799 reactions and 888 catalyst types from USPTO. Task: Predict which catalyst facilitates the given reaction. (1) Reactant: [F:1][C:2]1[CH:14]=[C:13]2[C:5]([C:6]3[CH:7]=[C:8]([CH3:15])[CH:9]=[CH:10][C:11]=3[NH:12]2)=[CH:4][CH:3]=1.ClC1C(=O)C(C#N)=C(C#N)C(=[O:24])C=1Cl. Product: [F:1][C:2]1[CH:14]=[C:13]2[C:5]([C:6]3[CH:7]=[C:8]([CH:15]=[O:24])[CH:9]=[CH:10][C:11]=3[NH:12]2)=[CH:4][CH:3]=1. The catalyst class is: 24. (2) Reactant: C(OC([NH:8][CH2:9][CH2:10][CH2:11][CH2:12][O:13][C:14]1[C:15]([C:28]([O:30][CH3:31])=[O:29])=[C:16]([O:24]COC)[C:17]2[C:22]([CH:23]=1)=[CH:21][CH:20]=[CH:19][CH:18]=2)=O)(C)(C)C.Cl. Product: [NH2:8][CH2:9][CH2:10][CH2:11][CH2:12][O:13][C:14]1[C:15]([C:28]([O:30][CH3:31])=[O:29])=[C:16]([OH:24])[C:17]2[C:22]([CH:23]=1)=[CH:21][CH:20]=[CH:19][CH:18]=2. The catalyst class is: 12. (3) Reactant: [H-].[Na+].[O:3]=[C:4]1[CH:9]([C:10]([O:12][CH2:13][CH3:14])=[O:11])[CH2:8][CH2:7][N:6]([C:15]([O:17][C:18]([CH3:21])([CH3:20])[CH3:19])=[O:16])[CH2:5]1.[F:22][C:23]([F:36])([F:35])[S:24](O[S:24]([C:23]([F:36])([F:35])[F:22])(=[O:26])=[O:25])(=[O:26])=[O:25]. Product: [F:22][C:23]([F:36])([F:35])[S:24]([O:3][C:4]1[CH2:5][N:6]([C:15]([O:17][C:18]([CH3:20])([CH3:19])[CH3:21])=[O:16])[CH2:7][CH2:8][C:9]=1[C:10]([O:12][CH2:13][CH3:14])=[O:11])(=[O:26])=[O:25]. The catalyst class is: 28. (4) Reactant: C(OC([N:8]1[C:13]2[CH:14]=[C:15]([Cl:19])[C:16]([Br:18])=[CH:17][C:12]=2[O:11][CH:10]([C:20]([N:22]2[CH2:27][CH2:26][C:25]([C:36]#[N:37])([CH2:28][C:29]3[CH:34]=[CH:33][C:32]([F:35])=[CH:31][CH:30]=3)[CH2:24][CH2:23]2)=[O:21])[CH2:9]1)=O)(C)(C)C.FC(F)(F)C(O)=O. Product: [Br:18][C:16]1[C:15]([Cl:19])=[CH:14][C:13]2[NH:8][CH2:9][CH:10]([C:20]([N:22]3[CH2:27][CH2:26][C:25]([CH2:28][C:29]4[CH:30]=[CH:31][C:32]([F:35])=[CH:33][CH:34]=4)([C:36]#[N:37])[CH2:24][CH2:23]3)=[O:21])[O:11][C:12]=2[CH:17]=1. The catalyst class is: 2. (5) Product: [Cl:1][C:2]1[CH:3]=[C:4]([C:9]2([OH:38])[CH2:14][CH2:13][CH2:12][N:11]3[C:15]([C:18]4[CH:23]=[CH:22][C:21]([C:24]5[O:28][C:27]([CH3:29])=[N:26][CH:25]=5)=[C:20]([O:30][CH3:31])[CH:19]=4)=[N:16][N:17]=[C:10]23)[CH:5]=[CH:6][C:7]=1[Cl:8]. The catalyst class is: 6. Reactant: [Cl:1][C:2]1[CH:3]=[C:4]([CH:9]2[CH2:14][CH2:13][CH2:12][N:11]3[C:15]([C:18]4[CH:23]=[CH:22][C:21]([C:24]5[O:28][C:27]([CH3:29])=[N:26][CH:25]=5)=[C:20]([O:30][CH3:31])[CH:19]=4)=[N:16][N:17]=[C:10]23)[CH:5]=[CH:6][C:7]=1[Cl:8].[H-].[Na+].CN(C=[O:38])C. (6) Reactant: [O:1]1[CH:5]=[CH:4][N:3]=[C:2]1[CH2:6][OH:7].[CH3:8][S:9](Cl)(=[O:11])=[O:10]. Product: [CH3:8][S:9]([O:7][CH2:6][C:2]1[O:1][CH:5]=[CH:4][N:3]=1)(=[O:11])=[O:10]. The catalyst class is: 2. (7) Reactant: [NH:1]([C:5]1[CH:6]=[C:7]2[C:11](=[CH:12][CH:13]=1)[NH:10][C:9]([C:14]([OH:16])=[O:15])=[C:8]2[CH2:17][CH2:18][CH2:19][NH:20]C(OC(C)(C)C)=O)[C:2]([NH2:4])=[O:3].[ClH:28]. Product: [ClH:28].[NH:1]([C:5]1[CH:6]=[C:7]2[C:11](=[CH:12][CH:13]=1)[NH:10][C:9]([C:14]([OH:16])=[O:15])=[C:8]2[CH2:17][CH2:18][CH2:19][NH2:20])[C:2]([NH2:4])=[O:3]. The catalyst class is: 12.